Predict the reactants needed to synthesize the given product. From a dataset of Full USPTO retrosynthesis dataset with 1.9M reactions from patents (1976-2016). (1) Given the product [NH2:10][C:11]([NH:13][C@H:14]1[CH2:15][CH2:16][C@H:17]([CH2:20][NH:21][C:22]([O:24][C:25]([CH3:28])([CH3:27])[CH3:26])=[O:23])[CH2:18][CH2:19]1)=[S:12], predict the reactants needed to synthesize it. The reactants are: C(N)(=O)C1C=CC=CC=1.[NH2:10][C:11]([NH:13][C@H:14]1[CH2:19][CH2:18][C@H:17]([CH2:20][NH:21][C:22]([O:24][C:25]([CH3:28])([CH3:27])[CH3:26])=[O:23])[CH2:16][CH2:15]1)=[S:12].O.C([O-])([O-])=O.[K+].[K+]. (2) Given the product [C:32]1([C:29]2[CH:30]=[CH:31][C:26]3=[N:25][N:24]([C:5]4[CH:6]=[C:7]([C:16]([CH2:19][C:20]([CH3:23])([CH3:22])[CH3:21])([CH3:18])[CH3:17])[CH:8]=[C:9]([C:10]5[CH:15]=[CH:14][CH:13]=[CH:12][CH:11]=5)[C:4]=4[OH:3])[N:38]=[C:27]3[CH:28]=2)[CH:37]=[CH:36][CH:35]=[CH:34][CH:33]=1, predict the reactants needed to synthesize it. The reactants are: [OH-].[Na+].[OH:3][C:4]1[C:9]([C:10]2[CH:15]=[CH:14][CH:13]=[CH:12][CH:11]=2)=[CH:8][C:7]([C:16]([CH2:19][C:20]([CH3:23])([CH3:22])[CH3:21])([CH3:18])[CH3:17])=[CH:6][C:5]=1[N:24]=[N:25][C:26]1[CH:31]=[CH:30][C:29]([C:32]2[CH:37]=[CH:36][CH:35]=[CH:34][CH:33]=2)=[CH:28][C:27]=1[N+:38]([O-])=O. (3) Given the product [CH3:1][N:2]([S:13]([CH3:16])(=[O:15])=[O:14])[C:3]1[O:4][CH:5]=[C:6]([C:8]([OH:10])=[O:9])[N:7]=1, predict the reactants needed to synthesize it. The reactants are: [CH3:1][N:2]([S:13]([CH3:16])(=[O:15])=[O:14])[C:3]1[O:4][CH:5]=[C:6]([C:8]([O:10]CC)=[O:9])[N:7]=1.[OH-].[Li+].O1CCCC1.Cl. (4) Given the product [CH3:1][O:2][C:3](=[O:16])[CH2:4][C:5]1[C:9]2[C:10]([Cl:15])=[CH:11][C:12]([O:14][CH2:24][C:23]3[C:18]([CH3:17])=[N:19][C:20]([CH3:26])=[CH:21][CH:22]=3)=[CH:13][C:8]=2[S:7][CH:6]=1, predict the reactants needed to synthesize it. The reactants are: [CH3:1][O:2][C:3](=[O:16])[CH2:4][C:5]1[C:9]2[C:10]([Cl:15])=[CH:11][C:12]([OH:14])=[CH:13][C:8]=2[S:7][CH:6]=1.[CH3:17][C:18]1[C:23]([CH2:24]O)=[CH:22][CH:21]=[C:20]([CH3:26])[N:19]=1.C(P(CCCC)CCCC)CCC.C1CCN(C(N=NC(N2CCCCC2)=O)=O)CC1. (5) Given the product [NH2:1][C:2]1[CH:7]=[CH:6][C:5]([C:8]([C:17]2[C:18]3[C:23](=[C:22]([NH:24][S:25]([CH3:28])(=[O:26])=[O:27])[CH:21]=[CH:20][CH:19]=3)[NH:15][CH:16]=2)([CH2:12][CH3:13])[CH2:9][CH3:10])=[CH:4][C:3]=1[OH:14], predict the reactants needed to synthesize it. The reactants are: [NH2:1][C:2]1[CH:7]=[CH:6][C:5]([C:8]([CH2:12][CH3:13])(O)[CH2:9][CH3:10])=[CH:4][C:3]=1[OH:14].[NH:15]1[C:23]2[C:18](=[CH:19][CH:20]=[CH:21][C:22]=2[NH:24][S:25]([CH3:28])(=[O:27])=[O:26])[CH:17]=[CH:16]1.C(O)(C(F)(F)F)=O. (6) Given the product [Br:27][CH2:28][C:29]([NH:1][C:2]1[CH:7]=[CH:6][CH:5]=[CH:4][C:3]=1[B:8]([OH:9])[OH:16])=[O:30], predict the reactants needed to synthesize it. The reactants are: [NH2:1][C:2]1[CH:7]=[CH:6][CH:5]=[CH:4][C:3]=1[B:8]1[O:16]C(C)(C)C(C)(C)[O:9]1.C(=O)([O-])[O-].[K+].[K+].C(Cl)(Cl)Cl.[Br:27][CH2:28][C:29](Br)=[O:30]. (7) The reactants are: [OH:1][C:2]1[CH:7]=[CH:6][C:5]([CH2:8][C:9]([O:11][CH2:12][C:13]2[CH:18]=[CH:17][CH:16]=[CH:15][CH:14]=2)=[O:10])=[CH:4][CH:3]=1.[Mg+2].[Cl-].[Cl-].C(N(CC)CC)C.[CH2:29]=[O:30].Cl. Given the product [CH:29]([C:7]1[CH:6]=[C:5]([CH2:8][C:9]([O:11][CH2:12][C:13]2[CH:14]=[CH:15][CH:16]=[CH:17][CH:18]=2)=[O:10])[CH:4]=[CH:3][C:2]=1[OH:1])=[O:30], predict the reactants needed to synthesize it.